This data is from Catalyst prediction with 721,799 reactions and 888 catalyst types from USPTO. The task is: Predict which catalyst facilitates the given reaction. (1) Reactant: C(O)(=O)C.C[O:6][C:7]([CH:9]1[CH2:14][CH2:13][CH:12]([NH2:15])[CH2:11][CH:10]1[OH:16])=O. Product: [OH:16][CH:10]1[CH2:11][CH:12]2[CH2:13][CH2:14][CH:9]1[C:7](=[O:6])[NH:15]2. The catalyst class is: 728. (2) Reactant: [Br:1][C:2]1[S:6][C:5]([CH2:7][S:8](CCC(OC)=O)(=[O:10])=[O:9])=[N:4][CH:3]=1.C[O-].[Na+].CC([O-])=O.[Na+].[NH2:25]OS(O)(=O)=O. Product: [Br:1][C:2]1[S:6][C:5]([CH2:7][S:8]([NH2:25])(=[O:10])=[O:9])=[N:4][CH:3]=1. The catalyst class is: 20. (3) Product: [CH3:43][C@H:34]1[N:33]([CH2:44][C:45]([F:48])([F:46])[F:47])[C:32](=[O:49])[C@@H:31]([NH:30][C:26]([C:24]2[CH:25]=[C:20]3[CH2:19][C:3]4([C:4]5[C:5](=[N:6][CH:7]=[CH:8][CH:9]=5)[N:10]([CH2:11][O:12][CH2:13][CH2:14][Si:15]([CH3:17])([CH3:18])[CH3:16])[C:2]4=[O:1])[O:29][C:21]3=[N:22][CH:23]=2)=[O:28])[CH2:36][C@H:35]1[C:37]1[CH:42]=[CH:41][CH:40]=[CH:39][CH:38]=1. Reactant: [O:1]=[C:2]1[N:10]([CH2:11][O:12][CH2:13][CH2:14][Si:15]([CH3:18])([CH3:17])[CH3:16])[C:5]2=[N:6][CH:7]=[CH:8][CH:9]=[C:4]2[C:3]21[O:29][C:21]1=[N:22][CH:23]=[C:24]([C:26]([OH:28])=O)[CH:25]=[C:20]1[CH2:19]2.[NH2:30][C@H:31]1[CH2:36][C@@H:35]([C:37]2[CH:42]=[CH:41][CH:40]=[CH:39][CH:38]=2)[C@@H:34]([CH3:43])[N:33]([CH2:44][C:45]([F:48])([F:47])[F:46])[C:32]1=[O:49].Cl.N[C@H]1C[C@@H](C2C=CC=CC=2)[C@@H](C)N(CC(F)(F)F)C1=O.C(N(CC)C(C)C)(C)C.Cl.C(N=C=NCCCN(C)C)C.C1C=CC2N(O)N=NC=2C=1. The catalyst class is: 3. (4) Reactant: [NH:1]1[C:5]2[CH:6]=[CH:7][CH:8]=[CH:9][C:4]=2[N:3]=[C:2]1[CH:10]1[CH2:15][CH2:14][N:13]([C:16]([C:18]2[CH:25]=[CH:24][C:21]([C:22]#[N:23])=[CH:20][CH:19]=2)=[O:17])[CH2:12][CH2:11]1.[NH2:26][OH:27]. Product: [NH:1]1[C:5]2[CH:6]=[CH:7][CH:8]=[CH:9][C:4]=2[N:3]=[C:2]1[CH:10]1[CH2:15][CH2:14][N:13]([C:16]([C:18]2[CH:25]=[CH:24][C:21]([C:22](=[NH:23])[NH:26][OH:27])=[CH:20][CH:19]=2)=[O:17])[CH2:12][CH2:11]1. The catalyst class is: 8. (5) Reactant: Br[C:2]1[C:7]([F:8])=[C:6]([Cl:9])[N:5]=[C:4]([N:10]2[CH2:15][CH2:14][O:13][CH2:12][CH2:11]2)[CH:3]=1.[CH3:16][C:17]1[CH:23]=[CH:22][C:20]([NH2:21])=[CH:19][C:18]=1B1OC(C)(C)C(C)(C)O1.C([O-])([O-])=O.[Na+].[Na+]. Product: [Cl:9][C:6]1[C:7]([F:8])=[C:2]([C:18]2[CH:19]=[C:20]([CH:22]=[CH:23][C:17]=2[CH3:16])[NH2:21])[CH:3]=[C:4]([N:10]2[CH2:15][CH2:14][O:13][CH2:12][CH2:11]2)[N:5]=1. The catalyst class is: 104. (6) Reactant: [NH2:1][C@@:2]([C:7]1[CH:12]=[CH:11][C:10]([Cl:13])=[C:9]([N+:14]([O-:16])=[O:15])[CH:8]=1)([CH3:6])[C:3]([OH:5])=[O:4].C(N(CC)CC)C.[C:24](O[C:24]([O:26][C:27]([CH3:30])([CH3:29])[CH3:28])=[O:25])([O:26][C:27]([CH3:30])([CH3:29])[CH3:28])=[O:25].[OH-].[Na+]. Product: [C:27]([O:26][C:24]([NH:1][C@@:2]([C:7]1[CH:12]=[CH:11][C:10]([Cl:13])=[C:9]([N+:14]([O-:16])=[O:15])[CH:8]=1)([CH3:6])[C:3]([OH:5])=[O:4])=[O:25])([CH3:30])([CH3:29])[CH3:28]. The catalyst class is: 38.